From a dataset of Catalyst prediction with 721,799 reactions and 888 catalyst types from USPTO. Predict which catalyst facilitates the given reaction. (1) Reactant: [S:1]1[CH:5]=[CH:4][C:3]([C:6]2[CH:7]=[C:8]([C:16]3[N:20]=[N:19][NH:18][C:17]=3[C:21]#[N:22])[CH:9]=[C:10]([C:12]([F:15])([F:14])[F:13])[CH:11]=2)=[CH:2]1.[H-].[Na+].[C:25]([O:28][CH2:29]Cl)(=[O:27])[CH3:26].O. Product: [C:21]([C:17]1[C:16]([C:8]2[CH:9]=[C:10]([C:12]([F:15])([F:14])[F:13])[CH:11]=[C:6]([C:3]3[CH:4]=[CH:5][S:1][CH:2]=3)[CH:7]=2)=[N:20][N:19]([CH2:29][O:28][C:25](=[O:27])[CH3:26])[N:18]=1)#[N:22]. The catalyst class is: 3. (2) Reactant: [F:1][C@H:2]1[CH2:6][N:5](C(OC(C)(C)C)=O)[C@H:4]([C:14](=[O:22])[NH:15][C:16]2[CH:21]=[N:20][CH:19]=[CH:18][N:17]=2)[CH2:3]1.C(O)(C(F)(F)F)=O. Product: [F:1][C@H:2]1[CH2:6][NH:5][C@H:4]([C:14]([NH:15][C:16]2[CH:21]=[N:20][CH:19]=[CH:18][N:17]=2)=[O:22])[CH2:3]1. The catalyst class is: 2. (3) Reactant: Br[CH2:2][C:3]([C:5]1[CH:10]=[CH:9][CH:8]=[C:7]([Br:11])[CH:6]=1)=O.[NH2:12][C:13]([NH2:15])=[S:14]. Product: [Br:11][C:7]1[CH:6]=[C:5]([C:3]2[N:12]=[C:13]([NH2:15])[S:14][CH:2]=2)[CH:10]=[CH:9][CH:8]=1. The catalyst class is: 14. (4) Reactant: Br[C:2]1[CH:14]=[CH:13][C:5]([C:6]([O:8][C:9]([CH3:12])([CH3:11])[CH3:10])=[O:7])=[C:4]([F:15])[CH:3]=1.C(=O)([O-])[O-].[Cs+].[Cs+].CC1(C)C2C=CC=C(P(C3C=CC=CC=3)C3C=CC=CC=3)C=2OC2C1=CC=CC=2P(C1C=CC=CC=1)C1C=CC=CC=1.[CH:64]1[C:76]2[NH:75][C:74]3[C:69](=[CH:70][CH:71]=[CH:72][CH:73]=3)[C:68]=2[C:67]([C:77]2[CH:78]=[CH:79][C:80]([C:83]#[N:84])=[N:81][CH:82]=2)=[CH:66][CH:65]=1. Product: [C:83]([C:80]1[N:81]=[CH:82][C:77]([C:67]2[C:68]3[C:69]4[C:74](=[CH:73][CH:72]=[CH:71][CH:70]=4)[N:75]([C:2]4[CH:14]=[CH:13][C:5]([C:6]([O:8][C:9]([CH3:12])([CH3:11])[CH3:10])=[O:7])=[C:4]([F:15])[CH:3]=4)[C:76]=3[CH:64]=[CH:65][CH:66]=2)=[CH:78][CH:79]=1)#[N:84]. The catalyst class is: 160. (5) Reactant: [N+:1]([C:4]1[CH:5]=[CH:6][C:7]([CH3:23])=[C:8]([NH:10][C:11]2[N:16]=[C:15]([C:17]3[CH:18]=[N:19][CH:20]=[CH:21][CH:22]=3)[CH:14]=[CH:13][N:12]=2)[CH:9]=1)([O-])=O.NC1C=CC(C)=C(NC2C=C(C3C=NC=CC=3)C=CN=2)C=1.NN. Product: [NH2:1][C:4]1[CH:5]=[CH:6][C:7]([CH3:23])=[C:8]([NH:10][C:11]2[N:16]=[C:15]([C:17]3[CH:18]=[N:19][CH:20]=[CH:21][CH:22]=3)[CH:14]=[CH:13][N:12]=2)[CH:9]=1. The catalyst class is: 181. (6) Reactant: Cl.[NH2:2][CH2:3][C:4]1[CH:12]=[CH:11][CH:10]=[C:9]2[C:5]=1[C:6](=[O:22])[N:7]([CH:14]1[CH2:19][CH2:18][C:17](=[O:20])[NH:16][C:15]1=[O:21])[C:8]2=[O:13].N12CCCN=C1CCCCC2.ON1C2C=CC=CC=2N=N1.[CH3:44][C:45]1[CH:49]=[C:48]([CH2:50][C:51](O)=[O:52])[O:47][N:46]=1.Cl.CN(C)CCCN=C=NCC. Product: [O:21]=[C:15]1[CH:14]([N:7]2[C:6](=[O:22])[C:5]3[C:9](=[CH:10][CH:11]=[CH:12][C:4]=3[CH2:3][NH:2][C:51](=[O:52])[CH2:50][C:48]3[O:47][N:46]=[C:45]([CH3:44])[CH:49]=3)[C:8]2=[O:13])[CH2:19][CH2:18][C:17](=[O:20])[NH:16]1. The catalyst class is: 10.